From a dataset of Forward reaction prediction with 1.9M reactions from USPTO patents (1976-2016). Predict the product of the given reaction. (1) Given the reactants [Cl:1][C:2]1[C:8]([Cl:9])=[CH:7][CH:6]=[C:5]([N+:10]([O-])=O)[C:3]=1[NH2:4].Cl[Sn]Cl.[OH:16][C@@H:17]([CH3:21])[C:18](O)=O.N, predict the reaction product. The product is: [Cl:9][C:8]1[CH:7]=[CH:6][C:5]2[N:10]=[C:18]([C@@H:17]([OH:16])[CH3:21])[NH:4][C:3]=2[C:2]=1[Cl:1]. (2) Given the reactants [O:1]=[C:2]1[N:6]([C:7]2[CH:12]=[CH:11][C:10]([N:13]3[CH2:18][CH2:17][O:16][CH2:15][C:14]3=[O:19])=[CH:9][CH:8]=2)[CH2:5][C@H:4]([CH2:20][N:21]2C(=O)C3C(=CC=CC=3)C2=O)[O:3]1.CN.C(O)(=O)CCC(O)=O, predict the reaction product. The product is: [NH2:21][CH2:20][C@@H:4]1[O:3][C:2](=[O:1])[N:6]([C:7]2[CH:12]=[CH:11][C:10]([N:13]3[CH2:18][CH2:17][O:16][CH2:15][C:14]3=[O:19])=[CH:9][CH:8]=2)[CH2:5]1. (3) Given the reactants [OH:1][CH:2]([C:22]1[C:31]2[C:26](=[CH:27][CH:28]=[C:29]([O:32][CH3:33])[CH:30]=2)[N:25]=[CH:24][CH:23]=1)[CH2:3][N:4]1[CH2:9][CH2:8][CH2:7][CH:6]([CH2:10][NH:11]C(=O)OCC2C=CC=CC=2)[CH2:5]1, predict the reaction product. The product is: [NH2:11][CH2:10][C@@H:6]1[CH2:7][CH2:8][CH2:9][N:4]([CH2:3][CH:2]([C:22]2[C:31]3[C:26](=[CH:27][CH:28]=[C:29]([O:32][CH3:33])[CH:30]=3)[N:25]=[CH:24][CH:23]=2)[OH:1])[CH2:5]1. (4) The product is: [F:10][C:11]1[CH:18]=[C:17]([N:3]2[CH2:4][CH2:5][C@@:6]([OH:7])([CH:8]=[CH2:9])[C@@H:2]2[CH3:1])[CH:16]=[CH:15][C:12]=1[C:13]#[N:14]. Given the reactants [CH3:1][C@H:2]1[C@@:6]([CH:8]=[CH2:9])([OH:7])[CH2:5][CH2:4][NH:3]1.[F:10][C:11]1[CH:18]=[C:17](F)[CH:16]=[CH:15][C:12]=1[C:13]#[N:14].C(=O)([O-])[O-].[Li+].[Li+], predict the reaction product. (5) Given the reactants Cl[C:2]1[N:11]=[C:10]([NH:12][CH2:13][CH:14]([C:21]2[CH:26]=[CH:25][CH:24]=[CH:23][CH:22]=2)[C:15]2[CH:20]=[CH:19][CH:18]=[CH:17][CH:16]=2)[C:9]2[C:4](=[CH:5][CH:6]=[CH:7][CH:8]=2)[N:3]=1.NC1C(B(O)O)=CC=CN=1.N1C=CN2C=C(C3N=C([NH:56][CH2:57][CH:58](C4C=CC=CC=4)[N:59]4[CH2:64][CH2:63][CH2:62][CH2:61][CH2:60]4)C4C(=CC=CC=4)N=3)C=NC=12, predict the reaction product. The product is: [C:15]1([CH:14]([C:21]2[CH:26]=[CH:25][CH:24]=[CH:23][CH:22]=2)[CH2:13][NH:12][C:10]2[C:9]3[C:4](=[CH:5][CH:6]=[CH:7][CH:8]=3)[N:3]=[C:2]([C:63]3[C:64]4[N:59]([CH:58]=[CH:57][N:56]=4)[CH:60]=[CH:61][CH:62]=3)[N:11]=2)[CH:20]=[CH:19][CH:18]=[CH:17][CH:16]=1.